Task: Predict the product of the given reaction.. Dataset: Forward reaction prediction with 1.9M reactions from USPTO patents (1976-2016) (1) Given the reactants C(OC([N:8]1[CH2:13][CH2:12][CH:11]([NH:14][C:15]2[CH:16]=[C:17]3[C:22](=[CH:23][CH:24]=2)[CH:21]=[N:20][CH:19]=[CH:18]3)[CH2:10][CH2:9]1)=O)(C)(C)C, predict the reaction product. The product is: [CH:21]1[C:22]2[C:17](=[CH:16][C:15]([NH:14][CH:11]3[CH2:12][CH2:13][NH:8][CH2:9][CH2:10]3)=[CH:24][CH:23]=2)[CH:18]=[CH:19][N:20]=1. (2) Given the reactants Br[C:2]1[CH:3]=[C:4]([C:7]2[CH:12]=[CH:11][CH:10]=[C:9]([O:13][CH3:14])[CH:8]=2)[S:5][CH:6]=1.[CH3:15][O:16][C:17]1[CH:22]=[CH:21][C:20](B(O)O)=[CH:19][CH:18]=1, predict the reaction product. The product is: [CH3:15][O:16][C:17]1[CH:22]=[CH:21][C:20]([C:2]2[CH:3]=[C:4]([C:7]3[CH:12]=[CH:11][CH:10]=[C:9]([O:13][CH3:14])[CH:8]=3)[S:5][CH:6]=2)=[CH:19][CH:18]=1.